Dataset: Peptide-MHC class I binding affinity with 185,985 pairs from IEDB/IMGT. Task: Regression. Given a peptide amino acid sequence and an MHC pseudo amino acid sequence, predict their binding affinity value. This is MHC class I binding data. (1) The peptide sequence is VMCGGSLYV. The MHC is HLA-A02:03 with pseudo-sequence HLA-A02:03. The binding affinity (normalized) is 0.814. (2) The peptide sequence is QVTWIPEW. The MHC is Mamu-B3901 with pseudo-sequence Mamu-B3901. The binding affinity (normalized) is 0.197. (3) The peptide sequence is MFEALPHII. The MHC is HLA-A24:02 with pseudo-sequence HLA-A24:02. The binding affinity (normalized) is 0.357. (4) The peptide sequence is ELDEIGEDV. The MHC is HLA-B15:01 with pseudo-sequence HLA-B15:01. The binding affinity (normalized) is 0.0847. (5) The peptide sequence is VVDKYFDCY. The MHC is HLA-A03:01 with pseudo-sequence HLA-A03:01. The binding affinity (normalized) is 0.301. (6) The peptide sequence is VCYNAVLTH. The MHC is H-2-Kb with pseudo-sequence H-2-Kb. The binding affinity (normalized) is 0. (7) The peptide sequence is ALMTLDDLA. The MHC is HLA-A02:02 with pseudo-sequence HLA-A02:02. The binding affinity (normalized) is 0.767. (8) The peptide sequence is FPAGLTYSQL. The MHC is HLA-B53:01 with pseudo-sequence HLA-B53:01. The binding affinity (normalized) is 0.564. (9) The peptide sequence is VSNVNWEEI. The MHC is H-2-Kb with pseudo-sequence H-2-Kb. The binding affinity (normalized) is 0.807.